Dataset: Kir2.1 potassium channel HTS with 301,493 compounds. Task: Binary Classification. Given a drug SMILES string, predict its activity (active/inactive) in a high-throughput screening assay against a specified biological target. (1) The compound is S=C(NC(=O)c1ccccc1)NNC(=O)c1cc([N+]([O-])=O)ccc1. The result is 0 (inactive). (2) The molecule is Clc1cc(CSc2nc(c3nn(c4ccc(cc4)C)ccc3=O)ccn2)ccc1. The result is 0 (inactive). (3) The compound is O=c1n(c(cc2c1cccc2)C)CC(=O)NCC(=O)Nc1c(OC)cccc1. The result is 0 (inactive). (4) The molecule is O(c1ccc(CNCc2cc(ccc2)C)cc1)C. The result is 0 (inactive). (5) The result is 0 (inactive). The molecule is S(c1n(CC)c(nn1)C)CC(=O)Nc1ccc(cc1)C(=O)C. (6) The compound is O=C(N1CCC(NC(=O)C(NC(=O)C)Cc2c(OC)cc(OC)cc2)CC1)C1CCCCC1. The result is 0 (inactive). (7) The compound is S(=O)(=O)(N(CC(=O)Nc1cc(F)c(F)cc1)c1ccccc1)N(C)C. The result is 0 (inactive). (8) The drug is Brc1ccc(OCC(=O)NNC(=S)NCc2ccccc2)cc1. The result is 0 (inactive). (9) The compound is O1C(CN(CC1C)c1oc(nc1C#N)Cc1c2c(ccc1)cccc2)C. The result is 0 (inactive). (10) The compound is O(C(=O)c1c(n(nc1C)c1ccccc1)N)C. The result is 0 (inactive).